This data is from Reaction yield outcomes from USPTO patents with 853,638 reactions. The task is: Predict the reaction yield, written as a fraction of the theoretical maximum amount of product (1.0 means a 100% yield; for example, 0.34 means a 34% yield). (1) The reactants are [Cl:1][C:2]1[CH:3]=[C:4]([CH:7]=[CH:8][C:9]=1[O:10][CH3:11])[CH2:5][OH:6].[H-].[Na+].Cl[C:15]1[C:20]([C:21]([O:23][CH2:24][CH3:25])=[O:22])=[CH:19][N:18]=[C:17]([S:26][CH3:27])[N:16]=1.O. The catalyst is CN(C=O)C. The product is [Cl:1][C:2]1[CH:3]=[C:4]([CH:7]=[CH:8][C:9]=1[O:10][CH3:11])[CH2:5][O:6][C:19]1[C:20]([C:21]([O:23][CH2:24][CH3:25])=[O:22])=[CH:15][N:16]=[C:17]([S:26][CH3:27])[N:18]=1. The yield is 0.120. (2) The reactants are Cl[C:2]1[CH:7]=[C:6]([N:8]2[CH2:13][CH2:12][CH:11]([C:14]([F:17])([F:16])[F:15])[CH2:10][CH2:9]2)[C:5]([C:18]([F:21])([F:20])[F:19])=[CH:4][N:3]=1.C(Cl)(Cl)Cl.C[C:27]([N:29](C)C)=O. The yield is 0.660. The product is [F:19][C:18]([F:21])([F:20])[C:5]1[C:6]([N:8]2[CH2:13][CH2:12][CH:11]([C:14]([F:17])([F:16])[F:15])[CH2:10][CH2:9]2)=[CH:7][C:2]([C:27]#[N:29])=[N:3][CH:4]=1. The catalyst is O.C1C=CC(/C=C/C(/C=C/C2C=CC=CC=2)=O)=CC=1.C1C=CC(/C=C/C(/C=C/C2C=CC=CC=2)=O)=CC=1.C1C=CC(/C=C/C(/C=C/C2C=CC=CC=2)=O)=CC=1.[Pd].[Pd].[C-]#N.[C-]#N.[Zn+2].C1C=CC(P(C2C=CC=CC=2)[C-]2C=CC=C2)=CC=1.C1C=CC(P(C2C=CC=CC=2)[C-]2C=CC=C2)=CC=1.[Fe+2].[Zn]. (3) The reactants are [CH2:1]([C:4]1[C:13]([N+:14]([O-])=O)=[CH:12][CH:11]=[CH:10][C:5]=1[C:6]([O:8][CH3:9])=[O:7])[CH:2]=[CH2:3].CC(O)=O. The catalyst is CCO.[Zn]. The product is [CH2:1]([C:4]1[C:13]([NH2:14])=[CH:12][CH:11]=[CH:10][C:5]=1[C:6]([O:8][CH3:9])=[O:7])[CH:2]=[CH2:3]. The yield is 1.00. (4) The reactants are Br[C:2]1[O:6][C:5]([C:7]([OH:9])=[O:8])=[CH:4][CH:3]=1.[CH3:10][O:11][C:12]([C:14]1[CH:15]=[C:16](B(O)O)[CH:17]=[CH:18][CH:19]=1)=[O:13].C(=O)([O-])O.[Na+].C1(C)C=CC=CC=1. The catalyst is C1C=CC([P]([Pd]([P](C2C=CC=CC=2)(C2C=CC=CC=2)C2C=CC=CC=2)([P](C2C=CC=CC=2)(C2C=CC=CC=2)C2C=CC=CC=2)[P](C2C=CC=CC=2)(C2C=CC=CC=2)C2C=CC=CC=2)(C2C=CC=CC=2)C2C=CC=CC=2)=CC=1.O.O1CCCC1. The product is [CH3:10][O:11][C:12]([C:14]1[CH:19]=[C:18]([C:2]2[O:6][C:5]([C:7]([OH:9])=[O:8])=[CH:4][CH:3]=2)[CH:17]=[CH:16][CH:15]=1)=[O:13]. The yield is 0.910. (5) The reactants are [F:1][C:2]1([F:33])[CH2:7][CH2:6][N:5]([C:8]([C:10]2[NH:11][C:12]3[C:17]([CH:18]=2)=[CH:16][C:15]([C:19]([N:21]2[CH2:26][CH2:25][CH:24]([N:27]4[CH2:32][CH2:31][O:30][CH2:29][CH2:28]4)[CH2:23][CH2:22]2)=[O:20])=[CH:14][CH:13]=3)=[O:9])[CH2:4][CH2:3]1.[Cl:34][C:35]1[CH:36]=[C:37](B(O)O)[CH:38]=[CH:39][CH:40]=1.N1C=CC=CC=1. The catalyst is ClCCl.C([O-])(=O)C.[Cu+2].C([O-])(=O)C. The product is [Cl:34][C:35]1[CH:40]=[C:39]([N:11]2[C:12]3[C:17](=[CH:16][C:15]([C:19]([N:21]4[CH2:26][CH2:25][CH:24]([N:27]5[CH2:28][CH2:29][O:30][CH2:31][CH2:32]5)[CH2:23][CH2:22]4)=[O:20])=[CH:14][CH:13]=3)[CH:18]=[C:10]2[C:8]([N:5]2[CH2:4][CH2:3][C:2]([F:1])([F:33])[CH2:7][CH2:6]2)=[O:9])[CH:38]=[CH:37][CH:36]=1. The yield is 0.640. (6) The reactants are O.O.[Cr](O[Cr]([O-])(=O)=O)([O-])(=O)=O.[Na+].[Na+].CCOCC.[Br:19][CH2:20][CH:21]([OH:32])[CH2:22][CH2:23][CH2:24][CH2:25][CH2:26][CH2:27][CH2:28][CH2:29][CH2:30][CH3:31]. The catalyst is CC(C)=O.O.S(=O)(=O)(O)O. The product is [Br:19][CH2:20][C:21](=[O:32])[CH2:22][CH2:23][CH2:24][CH2:25][CH2:26][CH2:27][CH2:28][CH2:29][CH2:30][CH3:31]. The yield is 0.800. (7) The reactants are [CH:1]1([C:7]2[C:8]3[CH:9]=[CH:10][C:11]([C:39](O)=[O:40])=[CH:12][C:13]=3[N:14]3[CH2:20][C:19]([C:21]([N:23]4[CH2:28][CH2:27][CH:26]([N:29]5[CH2:34][CH2:33][O:32][CH2:31][CH2:30]5)[CH2:25][CH2:24]4)=[O:22])=[CH:18][C:17]4[CH:35]=[CH:36][CH:37]=[CH:38][C:16]=4[C:15]=23)[CH2:6][CH2:5][CH2:4][CH2:3][CH2:2]1.C(N(CC)C(C)C)(C)C.Cl.CN(C)CCCN=C=NCC.ON1C2C=CC=CC=2N=N1.[CH2:73]([NH2:79])[C:74]1[O:78][CH:77]=[CH:76][CH:75]=1. The catalyst is C(Cl)Cl.CCOCC. The product is [CH:1]1([C:7]2[C:8]3[CH:9]=[CH:10][C:11]([C:39]([NH:79][CH2:73][C:74]4[O:78][CH:77]=[CH:76][CH:75]=4)=[O:40])=[CH:12][C:13]=3[N:14]3[CH2:20][C:19]([C:21]([N:23]4[CH2:24][CH2:25][CH:26]([N:29]5[CH2:30][CH2:31][O:32][CH2:33][CH2:34]5)[CH2:27][CH2:28]4)=[O:22])=[CH:18][C:17]4[CH:35]=[CH:36][CH:37]=[CH:38][C:16]=4[C:15]=23)[CH2:6][CH2:5][CH2:4][CH2:3][CH2:2]1. The yield is 0.950. (8) The reactants are Cl.I[CH2:3]I.[C:5]1([C@@H:11]2[C@@H:15]([C:16]3[CH:21]=[CH:20][CH:19]=[CH:18][CH:17]=3)[O:14][C:13]3([CH2:26][CH2:25][CH2:24][CH:23]=[CH:22]3)[O:12]2)[CH:10]=[CH:9][CH:8]=[CH:7][CH:6]=1. The catalyst is CCOCC.[Zn].[Cu].[Zn].II. The product is [C:5]1([C@@H:11]2[C@@H:15]([C:16]3[CH:17]=[CH:18][CH:19]=[CH:20][CH:21]=3)[O:14][C:13]3([CH2:26][CH2:25][CH2:24][C@H:23]4[C@@H:22]3[CH2:3]4)[O:12]2)[CH:10]=[CH:9][CH:8]=[CH:7][CH:6]=1. The yield is 0.850.